From a dataset of Forward reaction prediction with 1.9M reactions from USPTO patents (1976-2016). Predict the product of the given reaction. Given the reactants [C:1]([NH:4][C:5]1[CH:6]=[C:7]2[C:12](=[CH:13][CH:14]=1)[N:11]=[C:10]([NH:15][NH2:16])[N:9]([CH2:17][C:18]1[CH:23]=[CH:22][CH:21]=[CH:20][CH:19]=1)[C:8]2=[O:24])(=[O:3])[CH3:2].[CH:25]1(C(Cl)=O)CCC[CH2:26]1, predict the reaction product. The product is: [C:1]([NH:4][C:5]1[CH:6]=[C:7]2[C:12](=[CH:13][CH:14]=1)[N:11]1[C:25]([CH3:26])=[N:16][N:15]=[C:10]1[N:9]([CH2:17][C:18]1[CH:19]=[CH:20][CH:21]=[CH:22][CH:23]=1)[C:8]2=[O:24])(=[O:3])[CH3:2].